This data is from Reaction yield outcomes from USPTO patents with 853,638 reactions. The task is: Predict the reaction yield, written as a fraction of the theoretical maximum amount of product (1.0 means a 100% yield; for example, 0.34 means a 34% yield). (1) The reactants are P(Cl)(Cl)([Cl:3])=O.[CH2:6]([C:8]1[NH:19][C:11]2[N:12]=[C:13]([S:17][CH3:18])[NH:14][C:15](=O)[C:10]=2[CH:9]=1)[CH3:7].CN(C)C1C=CC=CC=1. No catalyst specified. The product is [Cl:3][C:15]1[C:10]2[CH:9]=[C:8]([CH2:6][CH3:7])[NH:19][C:11]=2[N:12]=[C:13]([S:17][CH3:18])[N:14]=1. The yield is 0.750. (2) The reactants are [Cl-].[CH3:2][O:3][CH2:4][P+](C1C=CC=CC=1)(C1C=CC=CC=1)C1C=CC=CC=1.CC([O-])(C)C.[K+].[Br:30][C:31]1[CH:32]=[C:33]([F:43])[CH:34]=[C:35]2[C:40]=1[N:39]=[C:38]([CH:41]=O)[CH:37]=[CH:36]2. The catalyst is C1COCC1. The product is [Br:30][C:31]1[CH:32]=[C:33]([F:43])[CH:34]=[C:35]2[C:40]=1[N:39]=[C:38]([CH:41]=[CH:2][O:3][CH3:4])[CH:37]=[CH:36]2. The yield is 0.820. (3) The reactants are F[C:2]1[CH:3]=[C:4]2[C:9](=[CH:10][C:11]=1[N+:12]([O-:14])=[O:13])[NH:8][C:7](=[O:15])[N:6]([NH:16][S:17]([CH3:20])(=[O:19])=[O:18])[C:5]2=[O:21].[N:22]1([CH2:28][CH2:29][NH2:30])[CH2:27][CH2:26][O:25][CH2:24][CH2:23]1. No catalyst specified. The product is [N:22]1([CH2:28][CH2:29][NH:30][C:2]2[CH:3]=[C:4]3[C:9](=[CH:10][C:11]=2[N+:12]([O-:14])=[O:13])[NH:8][C:7](=[O:15])[N:6]([NH:16][S:17]([CH3:20])(=[O:19])=[O:18])[C:5]3=[O:21])[CH2:27][CH2:26][O:25][CH2:24][CH2:23]1. The yield is 0.540. (4) The catalyst is O. The reactants are N1C=CC=CC=1.[F:7][C:8]1[CH:16]=[C:15]([CH3:17])[CH:14]=[CH:13][C:9]=1[C:10](Cl)=[O:11].[NH2:18][C:19]1[CH:20]=[C:21]([S:25]([NH2:28])(=[O:27])=[O:26])[CH:22]=[CH:23][CH:24]=1.ClCCl. The yield is 0.450. The product is [F:7][C:8]1[CH:16]=[C:15]([CH3:17])[CH:14]=[CH:13][C:9]=1[C:10]([NH:18][C:19]1[CH:24]=[CH:23][CH:22]=[C:21]([S:25](=[O:27])(=[O:26])[NH2:28])[CH:20]=1)=[O:11].